This data is from NCI-60 drug combinations with 297,098 pairs across 59 cell lines. The task is: Regression. Given two drug SMILES strings and cell line genomic features, predict the synergy score measuring deviation from expected non-interaction effect. Drug 1: CCC1=CC2CC(C3=C(CN(C2)C1)C4=CC=CC=C4N3)(C5=C(C=C6C(=C5)C78CCN9C7C(C=CC9)(C(C(C8N6C)(C(=O)OC)O)OC(=O)C)CC)OC)C(=O)OC.C(C(C(=O)O)O)(C(=O)O)O. Drug 2: CN(C)C1=NC(=NC(=N1)N(C)C)N(C)C. Cell line: UACC62. Synergy scores: CSS=49.0, Synergy_ZIP=-1.84, Synergy_Bliss=-1.79, Synergy_Loewe=-63.8, Synergy_HSA=-2.30.